This data is from Forward reaction prediction with 1.9M reactions from USPTO patents (1976-2016). The task is: Predict the product of the given reaction. Given the reactants [NH2:1][C:2]1[CH:27]=[CH:26][C:5]([C:6]([NH:8][C:9]2[S:13][C:12]([NH:14][C:15]3[CH:20]=[CH:19][C:18]([O:21][CH3:22])=[CH:17][CH:16]=3)=[N:11][C:10]=2[C:23]([NH2:25])=[O:24])=[O:7])=[CH:4][C:3]=1[N+:28]([O-])=O.[NH4+].[Cl-], predict the reaction product. The product is: [NH2:28][C:3]1[CH:4]=[C:5]([CH:26]=[CH:27][C:2]=1[NH2:1])[C:6]([NH:8][C:9]1[S:13][C:12]([NH:14][C:15]2[CH:16]=[CH:17][C:18]([O:21][CH3:22])=[CH:19][CH:20]=2)=[N:11][C:10]=1[C:23]([NH2:25])=[O:24])=[O:7].